From a dataset of Forward reaction prediction with 1.9M reactions from USPTO patents (1976-2016). Predict the product of the given reaction. (1) Given the reactants [NH2:1][CH2:2][CH2:3][NH:4][C:5]([C:7]1([C:11]#[N:12])[CH2:10][CH2:9][CH2:8]1)=O.B.C1COCC1.C(N=[N+]=[N-])CCCCCCCC, predict the reaction product. The product is: [NH2:12][CH2:11][C:7]1([CH2:5][NH:4][CH2:3][CH2:2][NH2:1])[CH2:10][CH2:9][CH2:8]1. (2) Given the reactants [CH2:1]([O:3][C:4]([C:6]1[N:7](C2C=CC(C(O)=O)=CC=2)[C:8]([CH3:12])=[CH:9][C:10]=1[CH3:11])=[O:5])[CH3:2].[C:22](Cl)(=O)[C:23](Cl)=O.[CH3:28][O:29][C:30]1[CH:31]=[C:32]([CH:35]=[CH:36][CH:37]=1)[CH2:33][NH2:34].[C:38](=[O:41])(O)[O-].[Na+], predict the reaction product. The product is: [CH2:1]([O:3][C:4]([C:6]1[NH:7][C:8]([CH3:12])=[C:9]([C:23]2[CH:22]=[CH:9][C:10]([C:38](=[O:41])[NH:34][CH2:33][C:32]3[CH:35]=[CH:36][CH:37]=[C:30]([O:29][CH3:28])[CH:31]=3)=[CH:6][CH:4]=2)[C:10]=1[CH3:11])=[O:5])[CH3:2]. (3) Given the reactants [Cl:1][C:2]1[CH:3]=[C:4]([C:13]([OH:15])=O)[C:5](=[O:12])[N:6]([CH:9]([CH3:11])[CH3:10])[C:7]=1[CH3:8].C(Cl)(=O)C(Cl)=O.[NH2:22][CH2:23][CH:24]1[CH2:29][CH2:28][N:27]([C:30]([O:32][C:33]([CH3:36])([CH3:35])[CH3:34])=[O:31])[CH2:26][CH2:25]1.C(N(CC)C(C)C)(C)C, predict the reaction product. The product is: [Cl:1][C:2]1[CH:3]=[C:4]([C:13]([NH:22][CH2:23][CH:24]2[CH2:29][CH2:28][N:27]([C:30]([O:32][C:33]([CH3:36])([CH3:35])[CH3:34])=[O:31])[CH2:26][CH2:25]2)=[O:15])[C:5](=[O:12])[N:6]([CH:9]([CH3:10])[CH3:11])[C:7]=1[CH3:8]. (4) Given the reactants Cl.[C:2]([C:6]1[O:10][C:9]([CH2:11][N:12]2[C:17]3[CH:18]=[C:19]([C:21]4[CH:26]=[CH:25][CH:24]=[CH:23][CH:22]=4)[S:20][C:16]=3[C:15](=[O:27])[N:14]([CH:28]3[CH2:33][CH2:32][NH:31][CH2:30][CH2:29]3)[C:13]2=[O:34])=[N:8][N:7]=1)([CH3:5])([CH3:4])[CH3:3].[CH2:35]([O:37][C:38]1[C:47]([O:48][CH3:49])=[CH:46][C:45]2[C:44]([C:50]3[CH:58]=[CH:57][C:53]([C:54](O)=[O:55])=[CH:52][CH:51]=3)=[N:43][C@@H:42]3[CH2:59][CH2:60][S:61][CH2:62][C@@H:41]3[C:40]=2[CH:39]=1)[CH3:36].CN(C(ON1N=NC2C=CC=CC1=2)=[N+](C)C)C.F[P-](F)(F)(F)(F)F.CCN(C(C)C)C(C)C, predict the reaction product. The product is: [C:2]([C:6]1[O:10][C:9]([CH2:11][N:12]2[C:17]3[CH:18]=[C:19]([C:21]4[CH:26]=[CH:25][CH:24]=[CH:23][CH:22]=4)[S:20][C:16]=3[C:15](=[O:27])[N:14]([CH:28]3[CH2:29][CH2:30][N:31]([C:54]([C:53]4[CH:57]=[CH:58][C:50]([C:44]5[C:45]6[CH:46]=[C:47]([O:48][CH3:49])[C:38]([O:37][CH2:35][CH3:36])=[CH:39][C:40]=6[C@H:41]6[CH2:62][S:61][CH2:60][CH2:59][C@H:42]6[N:43]=5)=[CH:51][CH:52]=4)=[O:55])[CH2:32][CH2:33]3)[C:13]2=[O:34])=[N:8][N:7]=1)([CH3:5])([CH3:3])[CH3:4].